From a dataset of Full USPTO retrosynthesis dataset with 1.9M reactions from patents (1976-2016). Predict the reactants needed to synthesize the given product. (1) Given the product [ClH:11].[Cl:11][C:8]1[CH:7]=[C:3]([C:4]([NH2:6])=[O:5])[C:2](=[NH:1])[N:10]([CH2:13][C:14]2[CH:21]=[CH:20][C:17]([C:18]#[N:19])=[CH:16][C:15]=2[F:22])[CH:9]=1, predict the reactants needed to synthesize it. The reactants are: [NH2:1][C:2]1[N:10]=[CH:9][C:8]([Cl:11])=[CH:7][C:3]=1[C:4]([NH2:6])=[O:5].Br[CH2:13][C:14]1[CH:21]=[CH:20][C:17]([C:18]#[N:19])=[CH:16][C:15]=1[F:22].C(OCC)(=O)C. (2) Given the product [C:1]([O:4][C:5]1([CH2:8][OH:9])[CH2:7][CH2:6]1)(=[O:3])[CH3:2], predict the reactants needed to synthesize it. The reactants are: [C:1]([O:4][C:5]1([CH2:8][O:9]C2CCCCO2)[CH2:7][CH2:6]1)(=[O:3])[CH3:2].CC1C=CC(S([O-])(=O)=O)=CC=1.C1C=C[NH+]=CC=1. (3) Given the product [CH:6]([OH:20])=[O:5].[NH2:7][CH:8]([CH3:9])[C:10]([NH:11][C:12]1[CH:17]=[CH:16][CH:15]=[CH:14][C:13]=1[CH3:18])=[O:19], predict the reactants needed to synthesize it. The reactants are: C([O:5][C:6](=[O:20])[NH:7][CH:8]([C:10](=[O:19])[NH:11][C:12]1[CH:17]=[CH:16][CH:15]=[CH:14][C:13]=1[CH3:18])[CH3:9])(C)(C)C. (4) The reactants are: [Br:1][C:2]1[CH:3]=[CH:4][C:5]([F:11])=[C:6]([CH:8](O)[CH3:9])[CH:7]=1.[Br:12]P(Br)Br.C([O-])(O)=O.[Na+]. Given the product [Br:1][C:2]1[CH:3]=[CH:4][C:5]([F:11])=[C:6]([CH:8]([Br:12])[CH3:9])[CH:7]=1, predict the reactants needed to synthesize it. (5) Given the product [O:26]=[C:22]1[N:21]([C:15]2[CH:20]=[CH:19][CH:18]=[CH:17][CH:16]=2)[CH2:25][CH2:24][N:23]1[C:2]1[CH:7]=[CH:6][CH:5]=[CH:4][C:3]=1/[CH:8]=[CH:9]/[C:10]([O:12][CH2:13][CH3:14])=[O:11], predict the reactants needed to synthesize it. The reactants are: Br[C:2]1[CH:7]=[CH:6][CH:5]=[CH:4][C:3]=1/[CH:8]=[CH:9]/[C:10]([O:12][CH2:13][CH3:14])=[O:11].[C:15]1([N:21]2[CH2:25][CH2:24][NH:23][C:22]2=[O:26])[CH:20]=[CH:19][CH:18]=[CH:17][CH:16]=1.[O-]P([O-])([O-])=O.[K+].[K+].[K+].CN[C@@H]1CCCC[C@H]1NC. (6) Given the product [Br:1][C:2]1[CH:8]=[CH:7][C:5]([I:20])=[C:4]([CH2:9][CH3:10])[CH:3]=1, predict the reactants needed to synthesize it. The reactants are: [Br:1][C:2]1[CH:8]=[CH:7][C:5](N)=[C:4]([CH2:9][CH3:10])[CH:3]=1.S(=O)(=O)(O)O.N([O-])=O.[Na+].[I-:20].[K+].